Dataset: Forward reaction prediction with 1.9M reactions from USPTO patents (1976-2016). Task: Predict the product of the given reaction. (1) The product is: [O:10]1[C:9]2[CH:8]=[CH:7][C:5]([NH:6][C:29]3[C:30]([CH3:33])=[C:31]([CH3:32])[C:26]([O:25][CH2:18][C:19]4[CH:24]=[CH:23][CH:22]=[CH:21][CH:20]=4)=[C:27]([CH3:35])[N:28]=3)=[CH:4][C:3]=2[O:2][CH2:1]1. Given the reactants [CH2:1]1[O:10][C:9]2[CH:8]=[CH:7][C:5]([NH2:6])=[CH:4][C:3]=2[O:2]1.C1(C)C=CC=CC=1.[CH2:18]([O:25][C:26]1[C:27]([CH3:35])=[N:28][C:29](Br)=[C:30]([CH3:33])[C:31]=1[CH3:32])[C:19]1[CH:24]=[CH:23][CH:22]=[CH:21][CH:20]=1.CC([O-])(C)C.[Na+], predict the reaction product. (2) Given the reactants [Br:1][C:2]1[CH:3]=[C:4]([CH3:12])[C:5]([N+:9]([O-:11])=[O:10])=[C:6](F)[CH:7]=1.[CH3:13][NH2:14].C1COCC1, predict the reaction product. The product is: [Br:1][C:2]1[CH:3]=[C:4]([CH3:12])[C:5]([N+:9]([O-:11])=[O:10])=[C:6]([CH:7]=1)[NH:14][CH3:13]. (3) Given the reactants ClC1C=CC(/C=C2\N=C(C)OC\2=O)=CC=1.[Cl:16][C:17]1[CH:22]=[CH:21][C:20]([CH2:23][C:24](=[O:28])[C:25]([OH:27])=[O:26])=[CH:19][CH:18]=1, predict the reaction product. The product is: [Cl:16][C:17]1[CH:18]=[CH:19][C:20](/[CH:23]=[C:24](\[OH:28])/[C:25]([OH:27])=[O:26])=[CH:21][CH:22]=1.